This data is from CYP2D6 inhibition data for predicting drug metabolism from PubChem BioAssay. The task is: Regression/Classification. Given a drug SMILES string, predict its absorption, distribution, metabolism, or excretion properties. Task type varies by dataset: regression for continuous measurements (e.g., permeability, clearance, half-life) or binary classification for categorical outcomes (e.g., BBB penetration, CYP inhibition). Dataset: cyp2d6_veith. (1) The compound is CCN(c1ccc(NC(=O)COC(=O)c2ccc3ccccc3n2)cc1)C(C)C. The result is 0 (non-inhibitor). (2) The drug is O=C(Cc1ccccc1)N/N=C/c1ccccc1OCc1ccc(Cl)cc1. The result is 0 (non-inhibitor). (3) The compound is CCOC(=O)CCN1C(=O)[C@H]2CC[C@H]3/C(=N\O[C@@H]4O[C@@H](COC(C)=O)[C@@H](OC(C)=O)[C@@H](OC(C)=O)[C@H]4OC(C)=O)C[C@@H](O)[C@@H](O)[C@@H]3[C@@H]2C1=O. The result is 1 (inhibitor). (4) The drug is N#CCCn1c(=O)c(-c2cc(F)cc(F)c2)nc2cnc(Oc3cccc(Cl)c3)nc21. The result is 0 (non-inhibitor). (5) The molecule is C[C@@H](Cc1ccc2c(c1)OC(C(=O)[O-])(C(=O)[O-])O2)NC[C@H](O)c1cccc(Cl)c1.[Na+].[Na+]. The result is 0 (non-inhibitor). (6) The result is 0 (non-inhibitor). The drug is CN(C)c1ncc2nc(CCc3ccccc3)c(=O)n(C[C@H]3CCCO3)c2n1. (7) The drug is COCCNC(=O)CSc1ncnc2sccc12. The result is 0 (non-inhibitor). (8) The drug is CCOC(=O)C1=C(C)NC(=O)N[C@@H]1c1coc2cc(C)cc(C)c2c1=O. The result is 0 (non-inhibitor). (9) The drug is COc1ccc(C(=O)Oc2cc(C)nn3cnnc23)cc1. The result is 0 (non-inhibitor).